Predict the reactants needed to synthesize the given product. From a dataset of Full USPTO retrosynthesis dataset with 1.9M reactions from patents (1976-2016). Given the product [Cl:10][C:11]1[CH:12]=[CH:13][C:14]([C:17]2[N:21]([C:22]3[CH:27]=[CH:26][C:25]([Cl:28])=[CH:24][C:23]=3[Cl:29])[N:20]=[C:19]([C:30](=[O:31])/[CH:3]=[C:4](\[OH:9])/[C:5]([CH3:8])([CH3:7])[CH3:6])[C:18]=2[CH3:35])=[CH:15][CH:16]=1, predict the reactants needed to synthesize it. The reactants are: [NH2-].[Na+].[CH3:3][C:4](=[O:9])[C:5]([CH3:8])([CH3:7])[CH3:6].[Cl:10][C:11]1[CH:16]=[CH:15][C:14]([C:17]2[N:21]([C:22]3[CH:27]=[CH:26][C:25]([Cl:28])=[CH:24][C:23]=3[Cl:29])[N:20]=[C:19]([C:30](OCC)=[O:31])[C:18]=2[CH3:35])=[CH:13][CH:12]=1.Cl.